Dataset: Forward reaction prediction with 1.9M reactions from USPTO patents (1976-2016). Task: Predict the product of the given reaction. (1) Given the reactants [CH2:1]([S:8]([NH:11][C:12]1[C:13](=[O:23])[N:14]([CH2:19][C:20]([OH:22])=O)[C:15]([CH3:18])=[CH:16][CH:17]=1)(=[O:10])=[O:9])[C:2]1[CH:7]=[CH:6][CH:5]=[CH:4][CH:3]=1.C(OC([N:31]([O:43][CH2:44][CH2:45][CH3:46])[C:32]([N:34](C(OC(C)(C)C)=O)N)=[NH:33])=O)(C)(C)C.C([N:50](C(C)C)CC)(C)C.CN([P+](ON1N=NC2C1=CC=CC=2)(N(C)C)N(C)C)C.F[P-](F)(F)(F)(F)F, predict the reaction product. The product is: [CH2:1]([S:8]([NH:11][C:12]1[C:13](=[O:23])[N:14]([CH2:19][C:20]([NH:50][CH2:46][CH2:45][CH2:44][O:43][NH:31][C:32]([NH2:34])=[NH:33])=[O:22])[C:15]([CH3:18])=[CH:16][CH:17]=1)(=[O:9])=[O:10])[C:2]1[CH:7]=[CH:6][CH:5]=[CH:4][CH:3]=1. (2) Given the reactants C[O:2][C:3]([C:5]1[C:6]2[C:7]([C:24]3[C:32]4[C:27](=[CH:28][CH:29]=[CH:30][CH:31]=4)[N:26](S(C4C=CC(C)=CC=4)(=O)=O)[CH:25]=3)=[CH:8][N:9](S(C3C=CC(C)=CC=3)(=O)=O)[C:10]=2[CH:11]=[CH:12][CH:13]=1)=[O:4].[Li+].[OH-], predict the reaction product. The product is: [NH:26]1[C:27]2[C:32](=[CH:31][CH:30]=[CH:29][CH:28]=2)[C:24]([C:7]2[C:6]3[C:5]([C:3]([OH:4])=[O:2])=[CH:13][CH:12]=[CH:11][C:10]=3[NH:9][CH:8]=2)=[CH:25]1. (3) Given the reactants [C:1]([S:4][CH2:5][CH2:6][CH2:7][CH2:8][CH:9]([C:14]1[CH:19]=[CH:18][C:17]([C:20]2[CH:25]=[CH:24][C:23]([Cl:26])=[CH:22][CH:21]=2)=[CH:16][CH:15]=1)[O:10]COC)(=[O:3])[CH3:2], predict the reaction product. The product is: [C:1]([S:4][CH2:5][CH2:6][CH2:7][CH2:8][CH:9]([C:14]1[CH:19]=[CH:18][C:17]([C:20]2[CH:25]=[CH:24][C:23]([Cl:26])=[CH:22][CH:21]=2)=[CH:16][CH:15]=1)[OH:10])(=[O:3])[CH3:2]. (4) Given the reactants [C:1]([O:5][C:6]([NH:8][CH:9]1[CH2:14][CH2:13][CH2:12][CH2:11][CH:10]1[NH2:15])=[O:7])([CH3:4])([CH3:3])[CH3:2].[CH2:16]([O:23][C:24]([NH:26][CH2:27][CH2:28][CH:29]=O)=[O:25])[C:17]1[CH:22]=[CH:21][CH:20]=[CH:19][CH:18]=1.C(O[BH-](OC(=O)C)OC(=O)C)(=O)C.[Na+].C(=O)([O-])O.[Na+], predict the reaction product. The product is: [CH2:16]([O:23][C:24]([NH:26][CH2:27][CH2:28][CH2:29][NH:15][CH:10]1[CH2:11][CH2:12][CH2:13][CH2:14][CH:9]1[NH:8][C:6](=[O:7])[O:5][C:1]([CH3:4])([CH3:2])[CH3:3])=[O:25])[C:17]1[CH:22]=[CH:21][CH:20]=[CH:19][CH:18]=1. (5) Given the reactants N12CCCN=C1CCCCC2.[F:12][C:13]([F:27])([F:26])[C:14]1[CH:19]=[CH:18][N:17]=[C:16]([C:20]2[NH:21][O:22][C:23](=[O:25])[N:24]=2)[CH:15]=1.[CH3:28][C:29]([CH3:35])([CH2:33][CH3:34])[C:30](Cl)=[O:31], predict the reaction product. The product is: [CH3:28][C:29]([CH3:35])([CH2:33][CH3:34])[C:30]([N:24]1[C:23](=[O:25])[O:22][N:21]=[C:20]1[C:16]1[CH:15]=[C:14]([C:13]([F:12])([F:26])[F:27])[CH:19]=[CH:18][N:17]=1)=[O:31]. (6) Given the reactants [CH2:1]([N:3]1[CH2:8][CH2:7][N:6]([C:9]2[C:18]3[C:13](=[CH:14][CH:15]=[CH:16][CH:17]=3)[CH:12]=[C:11]([C:19]3[CH:24]=[CH:23][C:22]([C:25](=[O:37])[NH:26][CH2:27][CH2:28][O:29]CC4C=CC=CC=4)=[CH:21][CH:20]=3)[N:10]=2)[CH2:5][CH2:4]1)[CH3:2].[ClH:38], predict the reaction product. The product is: [ClH:38].[ClH:38].[CH2:1]([N:3]1[CH2:8][CH2:7][N:6]([C:9]2[C:18]3[C:13](=[CH:14][CH:15]=[CH:16][CH:17]=3)[CH:12]=[C:11]([C:19]3[CH:24]=[CH:23][C:22]([C:25](=[O:37])[NH:26][CH2:27][CH2:28][OH:29])=[CH:21][CH:20]=3)[N:10]=2)[CH2:5][CH2:4]1)[CH3:2]. (7) Given the reactants [CH3:1][N:2]([CH3:27])[C:3]([C:5]1[CH:25]=[CH:24][C:8]([O:9][C:10]2[C:15]3[CH2:16][C:17]([CH3:20])([CH3:19])[O:18][C:14]=3[CH:13]=[C:12]([C:21]([OH:23])=O)[CH:11]=2)=[CH:7][C:6]=1[F:26])=[O:4].C([SiH2][O:33][C:34](C)(C)[C:35]1[CH:36]=[CH:37][C:38]([NH2:41])=[N:39][CH:40]=1)(C)(C)C.C(N(CC)CC)C.CN(C(ON1N=NC2C=CC=NC1=2)=[N+](C)C)C.F[P-](F)(F)(F)(F)F, predict the reaction product. The product is: [OH:33][CH2:34][C:35]1[CH:36]=[CH:37][C:38]([NH:41][C:21]([C:12]2[CH:11]=[C:10]([O:9][C:8]3[CH:24]=[CH:25][C:5]([C:3](=[O:4])[N:2]([CH3:27])[CH3:1])=[C:6]([F:26])[CH:7]=3)[C:15]3[CH2:16][C:17]([CH3:19])([CH3:20])[O:18][C:14]=3[CH:13]=2)=[O:23])=[N:39][CH:40]=1. (8) Given the reactants [F:1][C:2]1[CH:7]=[CH:6][CH:5]=[C:4]([O:8][CH3:9])[C:3]=1[CH:10]1[CH2:15][CH2:14][N:13]([C:16]2[C:17]([C:24]([F:27])([F:26])[F:25])=[C:18]([NH:22][NH2:23])[N:19]=[N:20][CH:21]=2)[CH2:12][CH2:11]1.C(=O)(O)[O-].[Na+].[CH:33]1([CH2:36][C:37](Cl)=[O:38])[CH2:35][CH2:34]1, predict the reaction product. The product is: [CH:33]1([CH2:36][C:37]([NH:23][NH:22][C:18]2[N:19]=[N:20][CH:21]=[C:16]([N:13]3[CH2:14][CH2:15][CH:10]([C:3]4[C:4]([O:8][CH3:9])=[CH:5][CH:6]=[CH:7][C:2]=4[F:1])[CH2:11][CH2:12]3)[C:17]=2[C:24]([F:27])([F:25])[F:26])=[O:38])[CH2:35][CH2:34]1. (9) Given the reactants [CH3:1][C:2]1[C:7]2[NH:8][C:9](=[O:11])[O:10][C:6]=2[CH:5]=[C:4]([S:12](Cl)(=O)=O)[CH:3]=1.CN(C)C(=O)C.Cl[Si](Cl)(C)C, predict the reaction product. The product is: [SH:12][C:4]1[CH:3]=[C:2]([CH3:1])[C:7]2[NH:8][C:9](=[O:11])[O:10][C:6]=2[CH:5]=1.